This data is from NCI-60 drug combinations with 297,098 pairs across 59 cell lines. The task is: Regression. Given two drug SMILES strings and cell line genomic features, predict the synergy score measuring deviation from expected non-interaction effect. (1) Drug 1: C1=NC2=C(N=C(N=C2N1C3C(C(C(O3)CO)O)O)F)N. Drug 2: CC12CCC3C(C1CCC2OP(=O)(O)O)CCC4=C3C=CC(=C4)OC(=O)N(CCCl)CCCl.[Na+]. Cell line: 786-0. Synergy scores: CSS=0.826, Synergy_ZIP=0.524, Synergy_Bliss=1.16, Synergy_Loewe=-0.409, Synergy_HSA=-0.438. (2) Drug 1: CC1=CC2C(CCC3(C2CCC3(C(=O)C)OC(=O)C)C)C4(C1=CC(=O)CC4)C. Drug 2: CC1CCC2CC(C(=CC=CC=CC(CC(C(=O)C(C(C(=CC(C(=O)CC(OC(=O)C3CCCCN3C(=O)C(=O)C1(O2)O)C(C)CC4CCC(C(C4)OC)OCCO)C)C)O)OC)C)C)C)OC. Cell line: UO-31. Synergy scores: CSS=16.6, Synergy_ZIP=1.40, Synergy_Bliss=2.25, Synergy_Loewe=-9.08, Synergy_HSA=3.11.